Dataset: Full USPTO retrosynthesis dataset with 1.9M reactions from patents (1976-2016). Task: Predict the reactants needed to synthesize the given product. (1) Given the product [C:1]([O:5][Si:6]([O:9][C:10]([CH3:13])([CH3:12])[CH3:11])([O:23][CH:19]([CH3:21])[CH3:20])[OH:25])([CH3:4])([CH3:3])[CH3:2], predict the reactants needed to synthesize it. The reactants are: [C:1]([O:5][Si:6]([O:9][C:10]([CH3:13])([CH3:12])[CH3:11])(Cl)Cl)([CH3:4])([CH3:3])[CH3:2].[Si](Cl)(Cl)(Cl)Cl.[C:19]([OH:23])(C)([CH3:21])[CH3:20].C(=O)=[O:25].Cl. (2) Given the product [N:7]1[CH:12]=[CH:11][C:10]([CH2:13][NH:1][C:2]2[S:3][CH:4]=[CH:5][N:6]=2)=[CH:9][CH:8]=1, predict the reactants needed to synthesize it. The reactants are: [NH2:1][C:2]1[S:3][CH:4]=[CH:5][N:6]=1.[N:7]1[CH:12]=[CH:11][C:10]([CH:13]=O)=[CH:9][CH:8]=1.O. (3) Given the product [Br:59][CH2:24][CH2:23][CH2:22][O:21][C:17]1[CH:16]=[C:15]([C:12]2[CH:11]=[C:10]([C:26]([NH:28][CH2:29][C:30]3[C:31](=[O:38])[NH:32][C:33]([CH3:37])=[CH:34][C:35]=3[CH3:36])=[O:27])[C:9]3[CH:8]=[N:7][N:6]([CH:1]4[CH2:5][CH2:4][CH2:3][CH2:2]4)[C:14]=3[CH:13]=2)[CH:20]=[CH:19][CH:18]=1, predict the reactants needed to synthesize it. The reactants are: [CH:1]1([N:6]2[C:14]3[CH:13]=[C:12]([C:15]4[CH:20]=[CH:19][CH:18]=[C:17]([O:21][CH2:22][CH2:23][CH2:24]O)[CH:16]=4)[CH:11]=[C:10]([C:26]([NH:28][CH2:29][C:30]4[C:31](=[O:38])[NH:32][C:33]([CH3:37])=[CH:34][C:35]=4[CH3:36])=[O:27])[C:9]=3[CH:8]=[N:7]2)[CH2:5][CH2:4][CH2:3][CH2:2]1.C1(P(C2C=CC=CC=2)C2C=CC=CC=2)C=CC=CC=1.C(Br)(Br)(Br)[Br:59].O. (4) Given the product [Cl:1][C:2]1[CH:7]=[CH:6][C:5]2[N:4]([C:12](=[O:13])[NH:11][N:10]=2)[N:3]=1, predict the reactants needed to synthesize it. The reactants are: [Cl:1][C:2]1[N:3]=[N:4][C:5](Cl)=[CH:6][CH:7]=1.Cl.[NH2:10][NH:11][C:12](N)=[O:13]. (5) Given the product [CH:13]1([CH:11]([CH:8]2[CH2:9][CH2:10][C:5]3([O:4][CH2:3][CH2:2][O:1]3)[CH2:6][CH2:7]2)[OH:12])[CH2:15][CH2:14]1, predict the reactants needed to synthesize it. The reactants are: [O:1]1[C:5]2([CH2:10][CH2:9][CH:8]([CH:11]=[O:12])[CH2:7][CH2:6]2)[O:4][CH2:3][CH2:2]1.[CH:13]1([Mg]Br)[CH2:15][CH2:14]1. (6) The reactants are: Br[C:2]1[CH:12]=[CH:11][C:5]([C:6]([O:8][CH2:9][CH3:10])=[O:7])=[CH:4][CH:3]=1.[F:13][C:14]([F:25])([F:24])[C:15]1[CH:20]=[CH:19][C:18](B(O)O)=[CH:17][CH:16]=1.C(=O)([O-])[O-].[Na+].[Na+]. Given the product [F:13][C:14]([F:25])([F:24])[C:15]1[CH:20]=[CH:19][C:18]([C:2]2[CH:12]=[CH:11][C:5]([C:6]([O:8][CH2:9][CH3:10])=[O:7])=[CH:4][CH:3]=2)=[CH:17][CH:16]=1, predict the reactants needed to synthesize it.